This data is from Full USPTO retrosynthesis dataset with 1.9M reactions from patents (1976-2016). The task is: Predict the reactants needed to synthesize the given product. (1) Given the product [Cl:1][C:2]1[CH:3]=[CH:4][C:5]([NH:8][C:9](=[O:30])[C:10]2[CH:15]=[CH:14][CH:13]=[CH:12][C:11]=2[N:16]([CH3:31])[CH2:17][CH:18]2[CH2:19][CH2:20][N:21]([C:24]3[CH:25]=[CH:26][N:27]=[CH:28][CH:29]=3)[CH2:22][CH2:23]2)=[N:6][CH:7]=1, predict the reactants needed to synthesize it. The reactants are: [Cl:1][C:2]1[CH:3]=[CH:4][C:5]([NH:8][C:9](=[O:30])[C:10]2[CH:15]=[CH:14][CH:13]=[CH:12][C:11]=2[NH:16][CH2:17][CH:18]2[CH2:23][CH2:22][N:21]([C:24]3[CH:29]=[CH:28][N:27]=[CH:26][CH:25]=3)[CH2:20][CH2:19]2)=[N:6][CH:7]=1.[CH2:31]=O. (2) Given the product [Br:37][CH2:2][CH2:3][O:4][C:5]1[CH:6]=[CH:7][C:8]([C:21]2[NH:30][C:29](=[O:31])[C:28]3[C:23](=[CH:24][C:25]([O:34][CH3:35])=[CH:26][C:27]=3[O:32][CH3:33])[N:22]=2)=[N:9][C:10]=1[C:11]1[CH:16]=[CH:15][CH:14]=[C:13]([S:17]([CH3:20])(=[O:19])=[O:18])[CH:12]=1, predict the reactants needed to synthesize it. The reactants are: O[CH2:2][CH2:3][O:4][C:5]1[CH:6]=[CH:7][C:8]([C:21]2[NH:30][C:29](=[O:31])[C:28]3[C:23](=[CH:24][C:25]([O:34][CH3:35])=[CH:26][C:27]=3[O:32][CH3:33])[N:22]=2)=[N:9][C:10]=1[C:11]1[CH:16]=[CH:15][CH:14]=[C:13]([S:17]([CH3:20])(=[O:19])=[O:18])[CH:12]=1.P(Br)(Br)[Br:37]. (3) Given the product [NH:1]1[C:9]2[C:4](=[CH:5][CH:6]=[CH:7][CH:8]=2)[C:3](/[CH:10]=[CH:11]/[C:12]2[CH:17]=[CH:16][CH:15]=[CH:14][C:13]=2[N:18]2[CH:22]=[CH:21][C:20]([CH2:23][NH:28][CH2:27][CH2:25][OH:26])=[CH:19]2)=[N:2]1, predict the reactants needed to synthesize it. The reactants are: [NH:1]1[C:9]2[C:4](=[CH:5][CH:6]=[CH:7][CH:8]=2)[C:3](/[CH:10]=[CH:11]/[C:12]2[CH:17]=[CH:16][CH:15]=[CH:14][C:13]=2[N:18]2[CH:22]=[CH:21][C:20]([CH:23]=O)=[CH:19]2)=[N:2]1.[CH2:25]([CH2:27][NH2:28])[OH:26].C(O)(=O)C.C(O[BH-](OC(=O)C)OC(=O)C)(=O)C.[Na+]. (4) Given the product [N:9]1[CH:8]=[C:7]([C:19]2([OH:22])[CH2:20][CH2:21][C:16]3([O:23][CH2:13][CH2:14][O:15]3)[CH2:17][CH2:18]2)[CH:12]=[N:11][CH:10]=1, predict the reactants needed to synthesize it. The reactants are: C([Li])CCC.Br[C:7]1[CH:8]=[N:9][CH:10]=[N:11][CH:12]=1.[CH2:13]1[O:23][C:16]2([CH2:21][CH2:20][C:19](=[O:22])[CH2:18][CH2:17]2)[O:15][CH2:14]1.O. (5) Given the product [CH3:11][C:12]1([CH3:20])[CH2:13][C:14]2[NH:2][CH:3]=[C:4]([CH2:5][CH2:6][C:7]([OH:9])=[O:8])[C:15]=2[C:16](=[O:18])[CH2:17]1, predict the reactants needed to synthesize it. The reactants are: Cl.[NH2:2][CH2:3][C:4](=O)[CH2:5][CH2:6][C:7]([OH:9])=[O:8].[CH3:11][C:12]1([CH3:20])[CH2:17][C:16](=[O:18])[CH2:15][C:14](=O)[CH2:13]1.C([O-])(=O)C.[Na+]. (6) Given the product [C:17]([N:21]1[C:25]([CH2:26][NH:16][CH2:15][CH2:14][N:11]2[CH2:10][CH2:9][N:8]([C:4]3[CH:5]=[CH:6][CH:7]=[C:2]([Cl:1])[CH:3]=3)[CH2:13][CH2:12]2)=[CH:24][C:23]([CH2:28][CH:29]([CH3:31])[CH3:30])=[N:22]1)([CH3:20])([CH3:19])[CH3:18], predict the reactants needed to synthesize it. The reactants are: [Cl:1][C:2]1[CH:3]=[C:4]([N:8]2[CH2:13][CH2:12][N:11]([CH2:14][CH2:15][NH2:16])[CH2:10][CH2:9]2)[CH:5]=[CH:6][CH:7]=1.[C:17]([N:21]1[C:25]([CH:26]=O)=[CH:24][C:23]([CH2:28][CH:29]([CH3:31])[CH3:30])=[N:22]1)([CH3:20])([CH3:19])[CH3:18]. (7) Given the product [Br:16][C:15]1[C:2]([NH:1][S:18]([CH3:17])(=[O:20])=[O:19])=[CH:3][C:4]2[O:8][C:7]([I:9])=[C:6]([C:10]([NH:12][CH3:13])=[O:11])[C:5]=2[CH:14]=1, predict the reactants needed to synthesize it. The reactants are: [NH2:1][C:2]1[C:15]([Br:16])=[CH:14][C:5]2[C:6]([C:10]([NH:12][CH3:13])=[O:11])=[C:7]([I:9])[O:8][C:4]=2[CH:3]=1.[CH3:17][S:18](Cl)(=[O:20])=[O:19].O.O[Li].O.